Task: Predict which catalyst facilitates the given reaction.. Dataset: Catalyst prediction with 721,799 reactions and 888 catalyst types from USPTO (1) Reactant: [OH-:1].[K+].[Cl:3][C:4]1[CH:12]=[CH:11][C:7]([C:8]([OH:10])=[O:9])=[CH:6][C:5]=1[CH2:13][C:14]#N.[OH2:16]. Product: [C:14]([CH2:13][C:5]1[CH:6]=[C:7]([CH:11]=[CH:12][C:4]=1[Cl:3])[C:8]([OH:10])=[O:9])([OH:16])=[O:1]. The catalyst class is: 8. (2) Reactant: C[O:2][C:3]([C:5]1[C:14]([C:15]2[N:19]([CH3:20])[CH:18]=[N:17][CH:16]=2)=[CH:13][C:12]2[C:7](=[CH:8][CH:9]=[CH:10][CH:11]=2)[CH:6]=1)=[O:4].[OH-].[Na+].Cl. Product: [CH3:20][N:19]1[C:15]([C:14]2[C:5]([C:3]([OH:4])=[O:2])=[CH:6][C:7]3[C:12]([CH:13]=2)=[CH:11][CH:10]=[CH:9][CH:8]=3)=[CH:16][N:17]=[CH:18]1. The catalyst class is: 36. (3) Reactant: [I:1][C:2]1[C:3](=[O:9])[NH:4][C:5](=[O:8])[NH:6][CH:7]=1.[C:10](Cl)(=[O:17])[C:11]1[CH:16]=[CH:15][CH:14]=[CH:13][CH:12]=1.O. Product: [C:10]([N:4]1[C:3](=[O:9])[C:2]([I:1])=[CH:7][NH:6][C:5]1=[O:8])(=[O:17])[C:11]1[CH:16]=[CH:15][CH:14]=[CH:13][CH:12]=1. The catalyst class is: 17. (4) Reactant: [NH2:1][C@H:2]([C:6]1[CH:11]=[CH:10][C:9]([Cl:12])=[CH:8][CH:7]=1)[CH2:3][CH2:4][OH:5].[C:13]([O:17][C:18]([NH:20][CH2:21][C:22]1([C:37](O)=[O:38])[CH2:27][CH2:26][N:25]([C:28]2[C:29]3[CH:36]=[CH:35][NH:34][C:30]=3[N:31]=[CH:32][N:33]=2)[CH2:24][CH2:23]1)=[O:19])([CH3:16])([CH3:15])[CH3:14].CCN(C(C)C)C(C)C.F[P-](F)(F)(F)(F)F.N1(OC(N(C)C)=[N+](C)C)C2N=CC=CC=2N=N1. Product: [Cl:12][C:9]1[CH:8]=[CH:7][C:6]([C@@H:2]([NH:1][C:37]([C:22]2([CH2:21][NH:20][C:18](=[O:19])[O:17][C:13]([CH3:15])([CH3:14])[CH3:16])[CH2:23][CH2:24][N:25]([C:28]3[C:29]4[CH:36]=[CH:35][NH:34][C:30]=4[N:31]=[CH:32][N:33]=3)[CH2:26][CH2:27]2)=[O:38])[CH2:3][CH2:4][OH:5])=[CH:11][CH:10]=1. The catalyst class is: 474. (5) Reactant: [Cl-].[In+3].[Cl-].[Cl-].FC(F)(F)C(O)=O.[F:12][C:13]1[CH:14]=[C:15]2[C:19](=[C:20]([CH2:22][S:23][CH3:24])[CH:21]=1)[NH:18][CH:17]=[CH:16]2.[F:25][C:26]1[CH:31]=[C:30]([F:32])[CH:29]=[CH:28][C:27]=1[C:33]([CH:36]1[CH2:38][CH:37]1[C:39]#[N:40])(O)[CH3:34]. Product: [F:25][C:26]1[CH:31]=[C:30]([F:32])[CH:29]=[CH:28][C:27]=1[C:33]([CH:36]1[CH2:38][CH:37]1[C:39]#[N:40])([C:16]1[C:15]2[C:19](=[C:20]([CH2:22][S:23][CH3:24])[CH:21]=[C:13]([F:12])[CH:14]=2)[NH:18][CH:17]=1)[CH3:34]. The catalyst class is: 4. (6) Reactant: [O:1]([CH2:8][C:9]1[N:13]([CH2:14][C:15]2[CH:20]=[CH:19][C:18]([O:21][C:22]([F:25])([F:24])[F:23])=[CH:17][CH:16]=2)[C:12]2[CH:26]=[CH:27][C:28]([C:30](O)=[O:31])=[CH:29][C:11]=2[N:10]=1)[C:2]1[CH:7]=[CH:6][CH:5]=[CH:4][CH:3]=1.CC(C)N=C=NC(C)C.[CH2:42]([O:46][CH2:47][CH2:48][CH2:49][NH2:50])[CH2:43][CH2:44][CH3:45]. Product: [CH2:42]([O:46][CH2:47][CH2:48][CH2:49][NH:50][C:30]([C:28]1[CH:27]=[CH:26][C:12]2[N:13]([CH2:14][C:15]3[CH:20]=[CH:19][C:18]([O:21][C:22]([F:25])([F:24])[F:23])=[CH:17][CH:16]=3)[C:9]([CH2:8][O:1][C:2]3[CH:3]=[CH:4][CH:5]=[CH:6][CH:7]=3)=[N:10][C:11]=2[CH:29]=1)=[O:31])[CH2:43][CH2:44][CH3:45]. The catalyst class is: 1.